Dataset: Reaction yield outcomes from USPTO patents with 853,638 reactions. Task: Predict the reaction yield, written as a fraction of the theoretical maximum amount of product (1.0 means a 100% yield; for example, 0.34 means a 34% yield). (1) The reactants are Cl.[CH:2]1([C:8]2[CH:13]=[CH:12][N:11]([CH2:14][CH2:15][C:16]([CH3:31])([S:27]([CH3:30])(=[O:29])=[O:28])[C:17]([NH:19][O:20]C3CCCCO3)=[O:18])[C:10](=[O:32])[CH:9]=2)[CH2:7][CH2:6][CH2:5][CH2:4][CH2:3]1.CO. The catalyst is O1CCOCC1.ClCCl. The product is [CH:2]1([C:8]2[CH:13]=[CH:12][N:11]([CH2:14][CH2:15][C:16]([CH3:31])([S:27]([CH3:30])(=[O:29])=[O:28])[C:17]([NH:19][OH:20])=[O:18])[C:10](=[O:32])[CH:9]=2)[CH2:7][CH2:6][CH2:5][CH2:4][CH2:3]1. The yield is 0.586. (2) The reactants are CO[C:3](=[O:21])[C:4]1[CH:9]=[C:8]([C:10]2[CH:11]=[N:12][CH:13]=[N:14][CH:15]=2)[C:7]([C:16]([F:19])([F:18])[F:17])=[CH:6][C:5]=1[NH2:20].ClC([O:25][C:26]1C=CC(Cl)=CC=1)=O.[CH3:33][S:34]([NH:37][NH2:38])(=[O:36])=[O:35].CCN(C(C)C)C(C)C. The catalyst is O1CCOCC1. The product is [O:25]=[C:26]1[N:38]([NH:37][S:34]([CH3:33])(=[O:36])=[O:35])[C:3](=[O:21])[C:4]2[C:5](=[CH:6][C:7]([C:16]([F:18])([F:19])[F:17])=[C:8]([C:10]3[CH:11]=[N:12][CH:13]=[N:14][CH:15]=3)[CH:9]=2)[NH:20]1. The yield is 0.360. (3) The reactants are [F:1][C:2]1[C:31]([F:32])=[CH:30][CH:29]=[CH:28][C:3]=1[O:4][C:5]1[CH:10]=[CH:9][C:8]([C:11]2[C:19]3[C:14](=[N:15][CH:16]=[N:17][C:18]=3[NH2:20])[N:13]([CH2:21][C@@H:22]3[CH2:26][CH2:25][CH2:24][NH:23]3)[N:12]=2)=[C:7]([F:27])[CH:6]=1.[C:33]([CH2:35][C:36](O)=[O:37])#[N:34].CN(C(ON1N=NC2C=CC=NC1=2)=[N+](C)C)C.F[P-](F)(F)(F)(F)F. The catalyst is C(Cl)Cl.O. The product is [NH2:20][C:18]1[N:17]=[CH:16][N:15]=[C:14]2[N:13]([CH2:21][C@@H:22]3[CH2:26][CH2:25][CH2:24][N:23]3[C:36](=[O:37])[CH2:35][C:33]#[N:34])[N:12]=[C:11]([C:8]3[CH:9]=[CH:10][C:5]([O:4][C:3]4[CH:28]=[CH:29][CH:30]=[C:31]([F:32])[C:2]=4[F:1])=[CH:6][C:7]=3[F:27])[C:19]=12. The yield is 0.690. (4) The catalyst is COCCOC. The yield is 0.0800. The reactants are [OH:1][CH:2]1[CH2:7][CH2:6][CH2:5][CH2:4][CH:3]1[CH2:8][NH:9][C:10]([C:12]1[N:13]([CH2:23][C:24]2[CH:29]=[CH:28][CH:27]=[C:26](Br)[CH:25]=2)[C:14]2[C:19]([CH:20]=1)=[CH:18][C:17]([C:21]#[N:22])=[CH:16][CH:15]=2)=[O:11].BrC1C=C(C=CC=1)CBr.NCC(C)(C)CO.P([O-])([O-])([O-])=O.[K+].[K+].[K+].[CH3:55][N:56]1[CH2:61][CH2:60][NH:59][CH2:58][CH2:57]1. The product is [OH:1][C@@H:2]1[CH2:7][CH2:6][CH2:5][CH2:4][C@H:3]1[CH2:8][NH:9][C:10]([C:12]1[N:13]([CH2:23][C:24]2[CH:29]=[CH:28][CH:27]=[C:26]([N:59]3[CH2:60][CH2:61][N:56]([CH3:55])[CH2:57][CH2:58]3)[CH:25]=2)[C:14]2[C:19]([CH:20]=1)=[CH:18][C:17]([C:21]#[N:22])=[CH:16][CH:15]=2)=[O:11].